This data is from Peptide-MHC class I binding affinity with 185,985 pairs from IEDB/IMGT. The task is: Regression. Given a peptide amino acid sequence and an MHC pseudo amino acid sequence, predict their binding affinity value. This is MHC class I binding data. (1) The peptide sequence is EFIYWDWLY. The MHC is HLA-B08:01 with pseudo-sequence HLA-B08:01. The binding affinity (normalized) is 0.0847. (2) The peptide sequence is TKIDSMFLM. The MHC is HLA-A02:01 with pseudo-sequence HLA-A02:01. The binding affinity (normalized) is 0.0254. (3) The peptide sequence is KVFFGPIYY. The MHC is HLA-A31:01 with pseudo-sequence HLA-A31:01. The binding affinity (normalized) is 0.338. (4) The peptide sequence is RQDYRRSINV. The MHC is HLA-A02:06 with pseudo-sequence HLA-A02:06. The binding affinity (normalized) is 0.288.